This data is from Peptide-MHC class I binding affinity with 185,985 pairs from IEDB/IMGT. The task is: Regression. Given a peptide amino acid sequence and an MHC pseudo amino acid sequence, predict their binding affinity value. This is MHC class I binding data. (1) The peptide sequence is VSYVNTNM. The MHC is H-2-Kb with pseudo-sequence H-2-Kb. The binding affinity (normalized) is 0.724. (2) The peptide sequence is YFEYIEENKY. The MHC is HLA-A80:01 with pseudo-sequence HLA-A80:01. The binding affinity (normalized) is 0.0847. (3) The peptide sequence is EVNAHIHTM. The MHC is HLA-A11:01 with pseudo-sequence HLA-A11:01. The binding affinity (normalized) is 0.0847.